From a dataset of Full USPTO retrosynthesis dataset with 1.9M reactions from patents (1976-2016). Predict the reactants needed to synthesize the given product. Given the product [ClH:38].[F:1][C:2]1[CH:3]=[N:4][C:5]2[C:10]([C:11]=1[CH2:12][CH2:13][CH2:14][CH:15]1[CH2:20][CH2:19][N:18]([CH2:21][CH2:22][S:23][C:24]3[S:25][CH:26]=[CH:27][CH:28]=3)[CH2:17][CH:16]1[CH2:29][C:30]([OH:32])=[O:31])=[CH:9][C:8]([O:34][CH3:35])=[CH:7][CH:6]=2, predict the reactants needed to synthesize it. The reactants are: [F:1][C:2]1[CH:3]=[N:4][C:5]2[C:10]([C:11]=1[CH2:12][CH2:13][CH2:14][CH:15]1[CH2:20][CH2:19][N:18]([CH2:21][CH2:22][S:23][C:24]3[S:25][CH:26]=[CH:27][CH:28]=3)[CH2:17][CH:16]1[CH2:29][C:30]([O:32]C)=[O:31])=[CH:9][C:8]([O:34][CH3:35])=[CH:7][CH:6]=2.[OH-].[Na+].[Cl:38]CCl.Cl.